Dataset: Catalyst prediction with 721,799 reactions and 888 catalyst types from USPTO. Task: Predict which catalyst facilitates the given reaction. (1) Reactant: [Cl:1][C:2]1[CH:3]=[C:4]([CH:6]=[CH:7][C:8]=1[Cl:9])[NH2:5].C(O[BH-](OC(=O)C)OC(=O)C)(=O)C.[Na+].C(O)(=O)C.[C:28]([O:32][C:33]([N:35]1[CH2:40][CH2:39][C:38]2([CH2:45][CH2:44][C:43](=O)[CH2:42][CH2:41]2)[CH2:37][CH2:36]1)=[O:34])([CH3:31])([CH3:30])[CH3:29]. Product: [C:28]([O:32][C:33]([N:35]1[CH2:40][CH2:39][C:38]2([CH2:45][CH2:44][CH:43]([NH:5][C:4]3[CH:6]=[CH:7][C:8]([Cl:9])=[C:2]([Cl:1])[CH:3]=3)[CH2:42][CH2:41]2)[CH2:37][CH2:36]1)=[O:34])([CH3:31])([CH3:29])[CH3:30]. The catalyst class is: 26. (2) Product: [CH2:1]([NH:3][C:4]([NH:21][C:19]1[S:20][C:16]([C:13]2[CH:12]=[CH:11][C:10]([S:7]([CH3:6])(=[O:9])=[O:8])=[CH:15][CH:14]=2)=[C:17]([CH3:22])[N:18]=1)=[O:5])[CH3:2]. The catalyst class is: 9. Reactant: [CH2:1]([N:3]=[C:4]=[O:5])[CH3:2].[CH3:6][S:7]([C:10]1[CH:15]=[CH:14][C:13]([C:16]2[S:20][C:19]([NH2:21])=[N:18][C:17]=2[CH3:22])=[CH:12][CH:11]=1)(=[O:9])=[O:8]. (3) Reactant: [H-].[Al+3].[Li+].[H-].[H-].[H-].C([O:9][C:10](=O)[C:11]1[CH:16]=[CH:15][C:14]([O:17][CH3:18])=[N:13][C:12]=1[CH2:19][C:20](OCC)=[O:21])C.O.[OH-].[Na+]. Product: [OH:9][CH2:10][C:11]1[C:12]([CH2:19][CH2:20][OH:21])=[N:13][C:14]([O:17][CH3:18])=[CH:15][CH:16]=1. The catalyst class is: 1. (4) Reactant: CO.O.[CH3:4][C:5]([C:38]([OH:40])=[O:39])([C:7]1[CH:8]=[CH:9][C:10]([CH:13]([OH:37])[CH2:14][CH2:15][CH2:16][N:17]2[CH2:22][CH2:21][CH:20]([C:23]([OH:36])([C:30]3[CH:31]=[CH:32][CH:33]=[CH:34][CH:35]=3)[C:24]3[CH:25]=[CH:26][CH:27]=[CH:28][CH:29]=3)[CH2:19][CH2:18]2)=[CH:11][CH:12]=1)[CH3:6].[ClH:41]. Product: [CH3:6][C:5]([C:38]([OH:40])=[O:39])([C:7]1[CH:12]=[CH:11][C:10]([CH:13]([OH:37])[CH2:14][CH2:15][CH2:16][N:17]2[CH2:18][CH2:19][CH:20]([C:23]([OH:36])([C:24]3[CH:29]=[CH:28][CH:27]=[CH:26][CH:25]=3)[C:30]3[CH:31]=[CH:32][CH:33]=[CH:34][CH:35]=3)[CH2:21][CH2:22]2)=[CH:9][CH:8]=1)[CH3:4].[ClH:41]. The catalyst class is: 194.